This data is from Forward reaction prediction with 1.9M reactions from USPTO patents (1976-2016). The task is: Predict the product of the given reaction. (1) Given the reactants [NH2:1][C:2]1[N:3]([CH3:17])[C:4](=[O:16])[C:5]2([C:14]3[CH:13]=[C:12](Br)[S:11][C:10]=3[CH2:9][CH2:8][CH2:7]2)[N:6]=1.[C:18]([C:20]1[CH:21]=[C:22](B(O)O)[CH:23]=[CH:24][CH:25]=1)#[N:19].C([O-])([O-])=O.[Cs+].[Cs+], predict the reaction product. The product is: [NH2:1][C:2]1[N:3]([CH3:17])[C:4](=[O:16])[C:5]2([C:14]3[CH:13]=[C:12]([C:24]4[CH:25]=[C:20]([CH:21]=[CH:22][CH:23]=4)[C:18]#[N:19])[S:11][C:10]=3[CH2:9][CH2:8][CH2:7]2)[N:6]=1. (2) Given the reactants [F:1][C:2]([F:25])([F:24])[C:3]([C:5]1[CH:10]=[CH:9][C:8]([N:11]2[CH2:16][CH2:15][N:14](C(OC(C)(C)C)=O)[CH2:13][CH2:12]2)=[CH:7][CH:6]=1)=[O:4], predict the reaction product. The product is: [F:25][C:2]([F:1])([F:24])[C:3]([C:5]1[CH:6]=[CH:7][C:8]([N:11]2[CH2:12][CH2:13][NH:14][CH2:15][CH2:16]2)=[CH:9][CH:10]=1)=[O:4]. (3) Given the reactants [Br:1][C:2]1[CH:3]=[N:4][C:5]2[N:6]([N:8]=[C:9]([C:11]([OH:13])=O)[CH:10]=2)[CH:7]=1.[CH3:14][CH:15]1[NH:20][CH2:19][CH2:18][N:17]2[C:21]([C:24]3[CH:29]=[CH:28][N:27]=[CH:26][N:25]=3)=[N:22][N:23]=[C:16]12, predict the reaction product. The product is: [Br:1][C:2]1[CH:3]=[N:4][C:5]2[N:6]([N:8]=[C:9]([C:11]([N:20]3[CH2:19][CH2:18][N:17]4[C:21]([C:24]5[CH:29]=[CH:28][N:27]=[CH:26][N:25]=5)=[N:22][N:23]=[C:16]4[CH:15]3[CH3:14])=[O:13])[CH:10]=2)[CH:7]=1. (4) Given the reactants [I-].[CH:2]([P+](C1C=CC=CC=1)(C1C=CC=CC=1)C1C=CC=CC=1)([CH3:4])[CH3:3].CC(C)([O-])C.[K+].[CH2:30]([N:34]([CH2:46][CH:47]([CH3:49])[CH3:48])[C:35]1[CH:42]=[CH:41][C:38]([CH:39]=O)=[CH:37][C:36]=1[N+:43]([O-:45])=[O:44])[CH:31]([CH3:33])[CH3:32].[Cl-].[NH4+], predict the reaction product. The product is: [CH2:30]([N:34]([CH2:46][CH:47]([CH3:49])[CH3:48])[C:35]1[CH:42]=[CH:41][C:38]([CH:39]=[C:2]([CH3:4])[CH3:3])=[CH:37][C:36]=1[N+:43]([O-:45])=[O:44])[CH:31]([CH3:33])[CH3:32].